From a dataset of Full USPTO retrosynthesis dataset with 1.9M reactions from patents (1976-2016). Predict the reactants needed to synthesize the given product. (1) Given the product [NH2:1][C:4]1[CH:19]=[CH:18][C:7]([C:8]([O:10][CH2:11][C:12]2[CH:17]=[CH:16][CH:15]=[CH:14][CH:13]=2)=[O:9])=[CH:6][CH:5]=1, predict the reactants needed to synthesize it. The reactants are: [N+:1]([C:4]1[CH:19]=[CH:18][C:7]([C:8]([O:10][CH2:11][C:12]2[CH:17]=[CH:16][CH:15]=[CH:14][CH:13]=2)=[O:9])=[CH:6][CH:5]=1)([O-])=O. (2) Given the product [C:1]([O:5][C:6]([NH:8][CH2:9][CH2:10][CH2:11][O:12][C:13]1[CH:35]=[CH:34][CH:33]=[CH:32][C:14]=1[CH2:15][NH:16][C:17](=[O:31])[NH:18][C:19]1[S:20][CH:21]=[C:22]([C:24]([NH:26][CH2:27][C:28]([NH:70][CH:71]([C:77]2[CH:82]=[CH:81][CH:80]=[CH:79][CH:78]=2)[CH2:72][C:73]([O:75][CH3:76])=[O:74])=[O:29])=[O:25])[N:23]=1)=[O:7])([CH3:4])([CH3:2])[CH3:3], predict the reactants needed to synthesize it. The reactants are: [C:1]([O:5][C:6]([NH:8][CH2:9][CH2:10][CH2:11][O:12][C:13]1[CH:35]=[CH:34][CH:33]=[CH:32][C:14]=1[CH2:15][NH:16][C:17](=[O:31])[NH:18][C:19]1[S:20][CH:21]=[C:22]([C:24]([NH:26][CH2:27][C:28](O)=[O:29])=[O:25])[N:23]=1)=[O:7])([CH3:4])([CH3:3])[CH3:2].CCN(C(C)C)C(C)C.CN(C(ON1N=NC2C=CC=NC1=2)=[N+](C)C)C.F[P-](F)(F)(F)(F)F.Cl.[NH2:70][CH:71]([C:77]1[CH:82]=[CH:81][CH:80]=[CH:79][CH:78]=1)[CH2:72][C:73]([O:75][CH3:76])=[O:74]. (3) Given the product [CH3:1][O:2][CH2:3][CH2:4][O:5][C:6]1[C:19]2[C:10](=[C:11]3[C:16](=[CH:17][CH:18]=2)[CH:15]=[CH:14][CH:13]=[N:12]3)[N:9]=[C:8]([CH:20]=[O:21])[CH:7]=1, predict the reactants needed to synthesize it. The reactants are: [CH3:1][O:2][CH2:3][CH2:4][O:5][C:6]1[C:19]2[C:10](=[C:11]3[C:16](=[CH:17][CH:18]=2)[CH:15]=[CH:14][CH:13]=[N:12]3)[N:9]=[C:8]([CH3:20])[CH:7]=1.[O:21]1CCOCC1. (4) Given the product [NH2:21][C:18]1[CH:17]=[CH:16][C:15]([C:8]2[C:9]([NH2:14])=[N:10][C:11]([NH2:13])=[N:12][C:7]=2[CH2:6][O:5][CH2:4][CH2:3][CH:2]([CH3:1])[CH3:24])=[CH:20][CH:19]=1, predict the reactants needed to synthesize it. The reactants are: [CH3:1][CH:2]([CH3:24])[CH2:3][CH2:4][O:5][CH2:6][C:7]1[N:12]=[C:11]([NH2:13])[N:10]=[C:9]([NH2:14])[C:8]=1[C:15]1[CH:20]=[CH:19][C:18]([N+:21]([O-])=O)=[CH:17][CH:16]=1. (5) Given the product [F:20][C:2]([F:1])([F:19])[C:3]1[CH:4]=[N:5][N:6]([C:8]2[N:13]=[CH:12][C:11]([CH:14]([OH:18])[CH2:15][CH2:16][CH3:17])=[CH:10][CH:9]=2)[CH:7]=1, predict the reactants needed to synthesize it. The reactants are: [F:1][C:2]([F:20])([F:19])[C:3]1[CH:4]=[N:5][N:6]([C:8]2[N:13]=[CH:12][C:11]([C:14](=[O:18])[CH2:15][CH2:16][CH3:17])=[CH:10][CH:9]=2)[CH:7]=1.[BH4-].[Na+]. (6) Given the product [NH2:6][C:7]1[C:8]([Br:17])=[CH:9][C:10]([C:11]([O:13][CH3:18])=[O:12])=[CH:14][C:15]=1[Br:16], predict the reactants needed to synthesize it. The reactants are: OS(O)(=O)=O.[NH2:6][C:7]1[C:15]([Br:16])=[CH:14][C:10]([C:11]([OH:13])=[O:12])=[CH:9][C:8]=1[Br:17].[CH3:18]O. (7) The reactants are: Br[C:2]1[CH:7]=[CH:6][CH:5]=[C:4]([CH2:8][CH2:9][O:10][CH:11]2[CH2:16][CH2:15][CH2:14][CH2:13][O:12]2)[N:3]=1.[CH:17]1([NH2:22])[CH2:21][CH2:20][CH2:19][CH2:18]1.CC(C)([O-])C.[Na+]. Given the product [CH:17]1([NH:22][C:2]2[CH:7]=[CH:6][CH:5]=[C:4]([CH2:8][CH2:9][O:10][CH:11]3[CH2:16][CH2:15][CH2:14][CH2:13][O:12]3)[N:3]=2)[CH2:21][CH2:20][CH2:19][CH2:18]1, predict the reactants needed to synthesize it.